Dataset: Forward reaction prediction with 1.9M reactions from USPTO patents (1976-2016). Task: Predict the product of the given reaction. (1) Given the reactants [C:1]([O:5][C:6](=[O:15])[CH2:7]/[N:8]=[CH:9]/[CH2:10][C:11]([CH3:14])([CH3:13])[CH3:12])([CH3:4])([CH3:3])[CH3:2].[Cl:16][C:17]1[CH:25]=[C:24]2[C:20](/[C:21](=[CH:27]/[C:28]3[CH:33]=[C:32]([F:34])[CH:31]=[C:30]([Cl:35])[CH:29]=3)/[C:22](=[O:26])[NH:23]2)=[CH:19][CH:18]=1.C(N(CC)CC)C.C1CCN2C(=NCCC2)CC1, predict the reaction product. The product is: [C:1]([O:5][C:6]([CH:7]1[NH:8][CH:9]([CH2:10][C:11]([CH3:14])([CH3:13])[CH3:12])[C:21]2([C:20]3[C:24](=[CH:25][C:17]([Cl:16])=[CH:18][CH:19]=3)[NH:23][C:22]2=[O:26])[CH:27]1[C:28]1[CH:33]=[C:32]([F:34])[CH:31]=[C:30]([Cl:35])[CH:29]=1)=[O:15])([CH3:4])([CH3:3])[CH3:2]. (2) Given the reactants [NH2:1][C:2]1[C:3]([C:7]2[CH:12]=[CH:11][C:10]([N:13]3[CH2:18][CH2:17][N:16]([C:19]([O:21][C:22]([CH3:25])([CH3:24])[CH3:23])=[O:20])[CH2:15][CH2:14]3)=[CH:9][CH:8]=2)=[N:4][O:5][N:6]=1.Cl[C:27]([O:29][CH2:30][C:31]([Cl:34])([Cl:33])[Cl:32])=[O:28].[ClH:35], predict the reaction product. The product is: [Cl:32][C:31]([Cl:34])([Cl:33])[CH2:30][O:29][C:27]([N:1]([C:27]([O:29][CH2:30][C:31]([Cl:33])([Cl:32])[Cl:35])=[O:28])[C:2]1[C:3]([C:7]2[CH:8]=[CH:9][C:10]([N:13]3[CH2:14][CH2:15][N:16]([C:19]([O:21][C:22]([CH3:25])([CH3:24])[CH3:23])=[O:20])[CH2:17][CH2:18]3)=[CH:11][CH:12]=2)=[N:4][O:5][N:6]=1)=[O:28]. (3) Given the reactants [NH2:1][C:2]1[CH:3]=[C:4]2[C:8](=[CH:9][CH:10]=1)[NH:7][CH:6]=[C:5]2[C:11](=[O:19])[C:12]([N:14]([CH2:17][CH3:18])[CH2:15][CH3:16])=[O:13].[Cl:20][C:21]1[CH:34]=[CH:33][C:24]2[S:25][C:26]([S:29](Cl)(=[O:31])=[O:30])=[C:27]([CH3:28])[C:23]=2[CH:22]=1, predict the reaction product. The product is: [Cl:20][C:21]1[CH:34]=[CH:33][C:24]2[S:25][C:26]([S:29]([NH:1][C:2]3[CH:3]=[C:4]4[C:8](=[CH:9][CH:10]=3)[NH:7][CH:6]=[C:5]4[C:11](=[O:19])[C:12]([N:14]([CH2:17][CH3:18])[CH2:15][CH3:16])=[O:13])(=[O:30])=[O:31])=[C:27]([CH3:28])[C:23]=2[CH:22]=1. (4) Given the reactants CC(C)([O-])C.[K+].[NH2:7][C:8]1[S:12][C:11]2[CH2:13][CH2:14][CH2:15][CH2:16][C:10]=2[C:9]=1[C:17]([C:19]1[CH:24]=[CH:23][C:22]([CH3:25])=[CH:21][CH:20]=1)=O.[C:26](OCC)(=[O:34])[CH2:27][CH2:28][C:29]([O:31]CC)=[O:30].Cl, predict the reaction product. The product is: [OH:34][C:26]1[N:7]=[C:8]2[S:12][C:11]3[CH2:13][CH2:14][CH2:15][CH2:16][C:10]=3[C:9]2=[C:17]([C:19]2[CH:24]=[CH:23][C:22]([CH3:25])=[CH:21][CH:20]=2)[C:27]=1[CH2:28][C:29]([OH:31])=[O:30]. (5) Given the reactants [F:1][C:2]([F:37])([F:36])[O:3][C:4]1[CH:35]=[CH:34][C:7]([O:8][CH:9]2[CH2:14][CH2:13][N:12]([S:15]([CH:18]3[CH2:23][CH2:22][N:21](C(OCC4C=CC=CC=4)=O)[CH2:20][CH2:19]3)(=[O:17])=[O:16])[CH2:11][CH2:10]2)=[CH:6][CH:5]=1.[ClH:38], predict the reaction product. The product is: [ClH:38].[NH:21]1[CH2:20][CH2:19][CH:18]([S:15]([N:12]2[CH2:11][CH2:10][CH:9]([O:8][C:7]3[CH:34]=[CH:35][C:4]([O:3][C:2]([F:1])([F:37])[F:36])=[CH:5][CH:6]=3)[CH2:14][CH2:13]2)(=[O:16])=[O:17])[CH2:23][CH2:22]1. (6) Given the reactants [CH2:1]([O:3][C:4](=[O:11])[CH:5]1[CH2:10][CH2:9][NH:8][CH2:7][CH2:6]1)[CH3:2].[F:12][C:13]1[CH:21]=[CH:20][C:16]([C:17](Cl)=[O:18])=[CH:15][CH:14]=1, predict the reaction product. The product is: [CH2:1]([O:3][C:4]([CH:5]1[CH2:6][CH2:7][N:8]([C:17](=[O:18])[C:16]2[CH:20]=[CH:21][C:13]([F:12])=[CH:14][CH:15]=2)[CH2:9][CH2:10]1)=[O:11])[CH3:2]. (7) Given the reactants C(O[C:6]([N:8]1[CH2:13][CH2:12][CH:11]([O:14][C:15]2[CH:20]=[CH:19][C:18]([N+:21]([O-])=O)=[C:17]([O:24][CH3:25])[CH:16]=2)[CH2:10][CH2:9]1)=O)(C)(C)C.COC1C=C(C=CC=1[N+]([O-])=O)OC1CCNCC1.FC(F)(F)C(O)=O.C=O.COC1C=C(C=CC=1[N+]([O-])=O)OC1CCN(C)CC1.COC1C=C(OC2CCN(C)CC2)C=CC=1N.CS([C:92]1[N:97]=[CH:96][C:95]2=[CH:98][CH:99]=[C:100]([C:101]3[CH:106]=[CH:105][CH:104]=[CH:103][C:102]=3[O:107][CH3:108])[N:94]2[N:93]=1)=O, predict the reaction product. The product is: [CH3:25][O:24][C:17]1[CH:16]=[C:15]([O:14][CH:11]2[CH2:10][CH2:9][N:8]([CH3:6])[CH2:13][CH2:12]2)[CH:20]=[CH:19][C:18]=1[NH:21][C:92]1[N:97]=[CH:96][C:95]2=[CH:98][CH:99]=[C:100]([C:101]3[CH:106]=[CH:105][CH:104]=[CH:103][C:102]=3[O:107][CH3:108])[N:94]2[N:93]=1. (8) Given the reactants [NH2:1][CH2:2][C@@H:3]1[C@H:8]([CH3:9])[CH2:7][CH2:6][CH2:5][N:4]1[C:10]([C:12]1[CH:17]=[C:16]([Cl:18])[CH:15]=[CH:14][C:13]=1[C:19]1[N:24]=[CH:23][CH:22]=[CH:21][N:20]=1)=[O:11].Cl[C:26]1[N:31]=[CH:30][C:29]([Cl:32])=[CH:28][N:27]=1, predict the reaction product. The product is: [Cl:18][C:16]1[CH:15]=[CH:14][C:13]([C:19]2[N:20]=[CH:21][CH:22]=[CH:23][N:24]=2)=[C:12]([C:10]([N:4]2[CH2:5][CH2:6][CH2:7][C@@H:8]([CH3:9])[C@H:3]2[CH2:2][NH:1][C:26]2[N:31]=[CH:30][C:29]([Cl:32])=[CH:28][N:27]=2)=[O:11])[CH:17]=1. (9) Given the reactants C([N:8]1[C:13](=[O:14])[C:12]2[N:15]([CH2:20][C:21]3[CH:26]=[CH:25][CH:24]=[CH:23][CH:22]=3)[CH:16]=[C:17]([C:18]#[N:19])[C:11]=2[N:10]([CH3:27])[C:9]1=[O:28])C1C=CC=CC=1.B(Br)(Br)Br.CO, predict the reaction product. The product is: [CH2:20]([N:15]1[C:12]2[C:13](=[O:14])[NH:8][C:9](=[O:28])[N:10]([CH3:27])[C:11]=2[C:17]([C:18]#[N:19])=[CH:16]1)[C:21]1[CH:26]=[CH:25][CH:24]=[CH:23][CH:22]=1. (10) The product is: [OH:16][CH2:15][C@H:11]1[CH2:10][N:9]([C@@H:2]([C:3]2[CH:8]=[CH:7][CH:6]=[CH:5][CH:4]=2)[CH3:1])[C:13](=[O:14])[CH2:12]1. Given the reactants [CH3:1][C@@H:2]([N:9]1[C:13](=[O:14])[CH2:12][C@@H:11]([C:15](O)=[O:16])[CH2:10]1)[C:3]1[CH:8]=[CH:7][CH:6]=[CH:5][CH:4]=1.CSC.B, predict the reaction product.